Dataset: Forward reaction prediction with 1.9M reactions from USPTO patents (1976-2016). Task: Predict the product of the given reaction. (1) Given the reactants [N+:1]([C:4]1[CH:5]=[C:6]([CH2:10][CH2:11][OH:12])[CH:7]=[CH:8][CH:9]=1)([O-])=O.C([O-])=O.[NH4+], predict the reaction product. The product is: [NH2:1][C:4]1[CH:5]=[C:6]([CH2:10][CH2:11][OH:12])[CH:7]=[CH:8][CH:9]=1. (2) Given the reactants [O:1]=[S:2]1(=[O:34])[CH2:7][CH2:6][N:5]([CH2:8][CH2:9][NH:10][C:11]([C:13]2[CH:14]=[CH:15][C:16]([CH2:22][CH2:23][CH2:24][CH2:25][NH:26]C(=O)OC(C)(C)C)=[N:17][C:18]=2[NH:19][CH2:20][CH3:21])=[O:12])[CH2:4][CH2:3]1.[C:35]([OH:41])([C:37]([F:40])([F:39])[F:38])=[O:36], predict the reaction product. The product is: [F:38][C:37]([F:40])([F:39])[C:35]([OH:41])=[O:36].[F:38][C:37]([F:40])([F:39])[C:35]([OH:41])=[O:36].[NH2:26][CH2:25][CH2:24][CH2:23][CH2:22][C:16]1[CH:15]=[CH:14][C:13]([C:11]([NH:10][CH2:9][CH2:8][N:5]2[CH2:6][CH2:7][S:2](=[O:34])(=[O:1])[CH2:3][CH2:4]2)=[O:12])=[C:18]([NH:19][CH2:20][CH3:21])[N:17]=1.